Dataset: Forward reaction prediction with 1.9M reactions from USPTO patents (1976-2016). Task: Predict the product of the given reaction. (1) Given the reactants [NH2:1][C:2]1[S:3][CH:4]=[C:5]([Br:11])[C:6]=1[C:7]([O:9][CH3:10])=[O:8].[CH:12]1[C:21]2[C:16](=[C:17]([CH2:22][C:23](O)=[O:24])[CH:18]=[CH:19][CH:20]=2)[CH:15]=[CH:14][N:13]=1, predict the reaction product. The product is: [Br:11][C:5]1[C:6]([C:7]([O:9][CH3:10])=[O:8])=[C:2]([NH:1][C:23](=[O:24])[CH2:22][C:17]2[CH:18]=[CH:19][CH:20]=[C:21]3[C:16]=2[CH:15]=[CH:14][N:13]=[CH:12]3)[S:3][CH:4]=1. (2) Given the reactants [Cl-].[Li+].[O:3]=[C:4]([CH3:20])[CH:5]([C:11]1[C:16]([F:17])=[CH:15][C:14]([F:18])=[CH:13][C:12]=1[F:19])C(OCC)=O.O, predict the reaction product. The product is: [F:17][C:16]1[CH:15]=[C:14]([F:18])[CH:13]=[C:12]([F:19])[C:11]=1[CH2:5][C:4](=[O:3])[CH3:20]. (3) Given the reactants CO.[C:3](Cl)(=[O:5])C.C(Cl)Cl.[CH2:10]([O:17][C:18]1[CH:19]=[C:20]2[C:25](=[CH:26][C:27]=1[O:28][CH3:29])[CH:24]=[N:23][CH:22]=[CH:21]2)[C:11]1[CH:16]=[CH:15][CH:14]=[CH:13][CH:12]=1, predict the reaction product. The product is: [CH2:10]([O:17][C:18]1[CH:19]=[C:20]2[C:25](=[CH:26][C:27]=1[O:28][CH3:29])[CH2:24][NH:23][CH2:22][CH:21]2[O:5][CH3:3])[C:11]1[CH:12]=[CH:13][CH:14]=[CH:15][CH:16]=1. (4) Given the reactants C[Si](C)([O:7][CH2:8][CH2:9][CH2:10][N:11]1[CH2:16][CH2:15][N:14]([C:17]([O:19][CH2:20][C:21]2[CH:26]=[CH:25][CH:24]=[CH:23][CH:22]=2)=[O:18])[CH2:13][CH2:12]1)C(C)(C)C.[F-].C([N+](CCCC)(CCCC)CCCC)CCC, predict the reaction product. The product is: [OH:7][CH2:8][CH2:9][CH2:10][N:11]1[CH2:16][CH2:15][N:14]([C:17]([O:19][CH2:20][C:21]2[CH:22]=[CH:23][CH:24]=[CH:25][CH:26]=2)=[O:18])[CH2:13][CH2:12]1. (5) The product is: [CH3:21][N:22]([CH3:24])[CH:23]=[CH:2][C:1]([C:4]1[CH:13]=[CH:12][CH:11]=[C:10]2[C:5]=1[CH2:6][CH2:7][N:8]1[C:18](=[O:19])[CH2:17][NH:16][C:15](=[O:20])[CH:14]=[C:9]12)=[O:3]. Given the reactants [C:1]([C:4]1[CH:13]=[CH:12][CH:11]=[C:10]2[C:5]=1[CH2:6][CH2:7][N:8]1[C:18](=[O:19])[CH2:17][NH:16][C:15](=[O:20])[CH:14]=[C:9]12)(=[O:3])[CH3:2].[CH3:21][N:22]([CH:24](OC)OC)[CH3:23], predict the reaction product.